This data is from Forward reaction prediction with 1.9M reactions from USPTO patents (1976-2016). The task is: Predict the product of the given reaction. (1) Given the reactants I[CH2:2][I:3].N(OCCC(C)C)=O.NC1[C:23]([CH2:24][C:25]2[CH:30]=[C:29]([F:31])[CH:28]=[CH:27][C:26]=2[Cl:32])=[C:16]2[C:17](=[O:22])[N:18]([CH3:21])[CH:19]=[CH:20][N:15]2[N:14]=1, predict the reaction product. The product is: [Cl:32][C:26]1[CH:27]=[CH:28][C:29]([F:31])=[CH:30][C:25]=1[CH2:24][C:23]1[C:2]([I:3])=[N:14][N:15]2[CH:20]=[CH:19][N:18]([CH3:21])[C:17](=[O:22])[C:16]=12. (2) The product is: [Br:16][C:14]1[CH:15]=[C:6]([CH:4]=[O:3])[CH:7]=[C:8]2[C:13]=1[N:12]=[CH:11][CH:10]=[CH:9]2. Given the reactants C([O:3][C:4]([C:6]1[CH:7]=[C:8]2[C:13](=[C:14]([Br:16])[CH:15]=1)[N:12]=[CH:11][CH:10]=[CH:9]2)=O)C.CC(C[AlH]CC(C)C)C.C(C(C(C([O-])=O)O)O)([O-])=O, predict the reaction product. (3) Given the reactants [NH2:1][C:2]1[N:12]=[CH:11][C:10](B2OC(C)(C)C(C)(C)O2)=[CH:9][C:3]=1[C:4]([N:6]([CH3:8])[CH3:7])=[O:5].Br[C:23]1[C:24]([Cl:49])=[C:25]2[C:31]([C:32]3[CH:37]=[CH:36][C:35]([Cl:38])=[CH:34][C:33]=3[O:39][CH3:40])=[CH:30][N:29]([CH2:41][O:42][CH2:43][CH2:44][Si:45]([CH3:48])([CH3:47])[CH3:46])[C:26]2=[N:27][CH:28]=1.C(=O)([O-])[O-].[Na+].[Na+], predict the reaction product. The product is: [NH2:1][C:2]1[N:12]=[CH:11][C:10]([C:23]2[C:24]([Cl:49])=[C:25]3[C:31]([C:32]4[CH:37]=[CH:36][C:35]([Cl:38])=[CH:34][C:33]=4[O:39][CH3:40])=[CH:30][N:29]([CH2:41][O:42][CH2:43][CH2:44][Si:45]([CH3:48])([CH3:47])[CH3:46])[C:26]3=[N:27][CH:28]=2)=[CH:9][C:3]=1[C:4]([N:6]([CH3:7])[CH3:8])=[O:5]. (4) Given the reactants [Cl:1][C:2]1[N:7]=[C:6]([NH:8][CH2:9][CH:10]([O:13][CH3:14])[O:11][CH3:12])[C:5]([NH2:15])=[C:4]([N:16]2[CH2:21][CH2:20][O:19][CH2:18][CH2:17]2)[N:3]=1.[N:22]([O-])=O.[Na+], predict the reaction product. The product is: [Cl:1][C:2]1[N:3]=[C:4]([N:16]2[CH2:17][CH2:18][O:19][CH2:20][CH2:21]2)[C:5]2[N:15]=[N:22][N:8]([CH2:9][CH:10]([O:13][CH3:14])[O:11][CH3:12])[C:6]=2[N:7]=1.